This data is from Forward reaction prediction with 1.9M reactions from USPTO patents (1976-2016). The task is: Predict the product of the given reaction. (1) The product is: [C:17]([O:10][CH:2]1[CH2:3][C:4]2[C:9](=[CH:8][CH:7]=[CH:6][CH:5]=2)[CH2:1]1)(=[O:19])[CH3:18]. Given the reactants [CH2:1]1[C:9]2[C:4](=[CH:5][CH:6]=[CH:7][CH:8]=2)[CH2:3][CH:2]1[OH:10].N1C=CC=CC=1.[C:17](Cl)(=[O:19])[CH3:18].CN(C1C=CC=CN=1)C, predict the reaction product. (2) The product is: [C:8](=[O:9])([O:7][C:1]1[CH:6]=[CH:5][CH:4]=[CH:3][CH:2]=1)[NH2:11]. Given the reactants [C:1]1([O:7][C:8](Cl)=[O:9])[CH:6]=[CH:5][CH:4]=[CH:3][CH:2]=1.[N:11]1C=CC=CC=1, predict the reaction product. (3) Given the reactants [OH:1][CH2:2][CH2:3][NH:4][C:5]1[C:12]([N+:13]([O-])=O)=[CH:11][CH:10]=[CH:9][C:6]=1[C:7]#[N:8].[H][H], predict the reaction product. The product is: [NH2:13][C:12]1[C:5]([NH:4][CH2:3][CH2:2][OH:1])=[C:6]([CH:9]=[CH:10][CH:11]=1)[C:7]#[N:8]. (4) Given the reactants O.[NH2:2][NH2:3].[Cl:4][C:5]1[CH:10]=[CH:9][C:8]([C:11]([CH:13]([C:19](=O)[CH3:20])[CH2:14][C:15]([O:17][CH3:18])=[O:16])=O)=[CH:7][CH:6]=1.O, predict the reaction product. The product is: [CH3:18][O:17][C:15](=[O:16])[CH2:14][C:13]1[C:19]([CH3:20])=[N:2][NH:3][C:11]=1[C:8]1[CH:9]=[CH:10][C:5]([Cl:4])=[CH:6][CH:7]=1. (5) Given the reactants [F:1][C:2]1[CH:7]=[CH:6][CH:5]=[CH:4][C:3]=1[C:8]1(O)O[C:11](=[O:13])[C:10]([C:14]2[C:19]([F:20])=[CH:18][C:17]([F:21])=[CH:16][C:15]=2[F:22])=[C:9]1[C:23]1[CH:24]=[N:25][CH:26]=[C:27]([O:29][CH3:30])[CH:28]=1.O.[NH2:33][NH2:34], predict the reaction product. The product is: [F:1][C:2]1[CH:7]=[CH:6][CH:5]=[CH:4][C:3]=1[C:8]1[C:9]([C:23]2[CH:24]=[N:25][CH:26]=[C:27]([O:29][CH3:30])[CH:28]=2)=[C:10]([C:14]2[C:15]([F:22])=[CH:16][C:17]([F:21])=[CH:18][C:19]=2[F:20])[C:11](=[O:13])[NH:33][N:34]=1. (6) Given the reactants [C:1]([N:4]1[CH2:9][CH2:8][N:7]([CH2:10][CH2:11][CH2:12][O:13][C:14]2[CH:23]=[C:22]3[C:17]([C:18](Cl)=[N:19][CH:20]=[N:21]3)=[CH:16][C:15]=2[O:25][CH3:26])[CH2:6][CH2:5]1)(=[O:3])[CH3:2].[OH:27][C:28]1[CH:29]=[C:30]2[C:34](=[CH:35][CH:36]=1)[NH:33][N:32]=[CH:31]2.C(=O)([O-])[O-].[Cs+].[Cs+], predict the reaction product. The product is: [C:1]([N:4]1[CH2:9][CH2:8][N:7]([CH2:10][CH2:11][CH2:12][O:13][C:14]2[CH:23]=[C:22]3[C:17]([C:18]([O:27][C:28]4[CH:29]=[C:30]5[C:34](=[CH:35][CH:36]=4)[NH:33][N:32]=[CH:31]5)=[N:19][CH:20]=[N:21]3)=[CH:16][C:15]=2[O:25][CH3:26])[CH2:6][CH2:5]1)(=[O:3])[CH3:2]. (7) Given the reactants Cl[C:2]1[C:11]2[C:6](=[CH:7][CH:8]=[CH:9][CH:10]=2)[N:5]=[C:4]2[N:12]([C:16]3[CH:21]=[CH:20][CH:19]=[CH:18][N:17]=3)[N:13]=[C:14]([CH3:15])[C:3]=12.[CH3:22][NH:23][CH3:24].O1CCCC1, predict the reaction product. The product is: [CH3:22][N:23]([CH3:24])[C:2]1[C:11]2[C:6](=[CH:7][CH:8]=[CH:9][CH:10]=2)[N:5]=[C:4]2[N:12]([C:16]3[CH:21]=[CH:20][CH:19]=[CH:18][N:17]=3)[N:13]=[C:14]([CH3:15])[C:3]=12. (8) The product is: [NH2:7][C:8]1[N:9]([CH3:23])[C:10](=[O:22])[CH2:11][C@:12]([C:15]2[CH:16]=[C:17]([NH:21][C:25](=[O:32])[C:26]3[CH:31]=[CH:30][CH:29]=[N:28][CH:27]=3)[CH:18]=[CH:19][CH:20]=2)([CH3:14])[N:13]=1. Given the reactants C(OC(=O)[NH:7][C:8]1[N:9]([CH3:23])[C:10](=[O:22])[CH2:11][C@:12]([C:15]2[CH:20]=[CH:19][CH:18]=[C:17]([NH2:21])[CH:16]=2)([CH3:14])[N:13]=1)(C)(C)C.[C:25](O)(=[O:32])[C:26]1[CH:31]=[CH:30][CH:29]=[N:28][CH:27]=1, predict the reaction product. (9) The product is: [CH3:1][O:2][C:3]1[CH:4]=[C:5]2[C:10](=[CH:11][C:12]=1[O:13][CH3:14])[N:9]=[CH:8][CH:7]=[C:6]2[O:15][C:16]1[CH:22]=[CH:21][C:19]([NH:20][C:27](=[O:33])[O:26][C:24]2[CH:43]=[CH:36][CH:37]=[C:38]([C:39]#[N:40])[CH:41]=2)=[CH:18][CH:17]=1. Given the reactants [CH3:1][O:2][C:3]1[CH:4]=[C:5]2[C:10](=[CH:11][C:12]=1[O:13][CH3:14])[N:9]=[CH:8][CH:7]=[C:6]2[O:15][C:16]1[CH:22]=[CH:21][C:19]([NH2:20])=[CH:18][CH:17]=1.Cl[C:24](Cl)([O:26][C:27](=[O:33])OC(Cl)(Cl)Cl)Cl.O[C:36]1[CH:37]=[C:38]([CH:41]=C[CH:43]=1)[C:39]#[N:40].C(=O)(O)[O-].[Na+], predict the reaction product.